From a dataset of TCR-epitope binding with 47,182 pairs between 192 epitopes and 23,139 TCRs. Binary Classification. Given a T-cell receptor sequence (or CDR3 region) and an epitope sequence, predict whether binding occurs between them. (1) The epitope is LLWNGPMAV. The TCR CDR3 sequence is CSVGRGGYEQYF. Result: 0 (the TCR does not bind to the epitope). (2) The epitope is TLIGDCATV. The TCR CDR3 sequence is CASSLVWQNNEQFF. Result: 1 (the TCR binds to the epitope). (3) The epitope is EHPTFTSQYRIQGKL. The TCR CDR3 sequence is CASSQEWGPSSYEQYF. Result: 0 (the TCR does not bind to the epitope). (4) The epitope is KLGGALQAK. The TCR CDR3 sequence is CASSPNFRTQYF. Result: 1 (the TCR binds to the epitope).